From a dataset of TCR-epitope binding with 47,182 pairs between 192 epitopes and 23,139 TCRs. Binary Classification. Given a T-cell receptor sequence (or CDR3 region) and an epitope sequence, predict whether binding occurs between them. (1) The epitope is NEGVKAAW. The TCR CDR3 sequence is CASSEGGTTYEQYF. Result: 0 (the TCR does not bind to the epitope). (2) The epitope is NEGVKAAW. The TCR CDR3 sequence is CASSLGPQNTGELFF. Result: 1 (the TCR binds to the epitope).